This data is from Peptide-MHC class II binding affinity with 134,281 pairs from IEDB. The task is: Regression. Given a peptide amino acid sequence and an MHC pseudo amino acid sequence, predict their binding affinity value. This is MHC class II binding data. (1) The peptide sequence is AAAGAEAGKATTEEQ. The MHC is HLA-DPA10201-DPB10501 with pseudo-sequence HLA-DPA10201-DPB10501. The binding affinity (normalized) is 0. (2) The peptide sequence is PTSENNAHHVCWLEA. The MHC is DRB1_0901 with pseudo-sequence DRB1_0901. The binding affinity (normalized) is 0.312. (3) The peptide sequence is KEQIDGYTMHANYIF. The MHC is DRB1_1501 with pseudo-sequence DRB1_1501. The binding affinity (normalized) is 0.498. (4) The peptide sequence is MGDVAWDFSSAGGFF. The MHC is DRB1_0701 with pseudo-sequence DRB1_0701. The binding affinity (normalized) is 0.723. (5) The peptide sequence is ELYYAIHKASTVLAF. The MHC is HLA-DQA10501-DQB10301 with pseudo-sequence HLA-DQA10501-DQB10301. The binding affinity (normalized) is 0.782.